Task: Predict the product of the given reaction.. Dataset: Forward reaction prediction with 1.9M reactions from USPTO patents (1976-2016) (1) Given the reactants [N:1]([CH2:4][C:5]([C:7]1[CH:12]=[CH:11][CH:10]=[CH:9][C:8]=1[O:13][CH3:14])=[O:6])=[N+]=[N-], predict the reaction product. The product is: [NH2:1][CH2:4][C:5]([C:7]1[CH:12]=[CH:11][CH:10]=[CH:9][C:8]=1[O:13][CH3:14])=[O:6]. (2) The product is: [O:22]1[CH2:27][CH2:26][N:25]([C:8]([C:6]2[CH:5]=[C:4]([OH:11])[N:3]=[C:2]([OH:1])[N:7]=2)=[O:10])[C:24]2[CH:28]=[N:29][CH:30]=[CH:31][C:23]1=2. Given the reactants [OH:1][C:2]1[N:7]=[C:6]([C:8]([OH:10])=O)[CH:5]=[C:4]([OH:11])[N:3]=1.S(Cl)(Cl)=O.C(=O)([O-])[O-].[K+].[K+].[O:22]1[CH2:27][CH2:26][NH:25][C:24]2[CH:28]=[N:29][CH:30]=[CH:31][C:23]1=2, predict the reaction product. (3) Given the reactants [N:1]1([CH2:7][C:8]2[CH:9]=[CH:10][C:11]([N+:18]([O-])=O)=[C:12]([CH:17]=2)[C:13]([O:15][CH3:16])=[O:14])[CH2:6][CH2:5][O:4][CH2:3][CH2:2]1.[Cl-].[NH4+], predict the reaction product. The product is: [NH2:18][C:11]1[CH:10]=[CH:9][C:8]([CH2:7][N:1]2[CH2:2][CH2:3][O:4][CH2:5][CH2:6]2)=[CH:17][C:12]=1[C:13]([O:15][CH3:16])=[O:14]. (4) Given the reactants [CH3:1][O:2][C:3]1[CH:4]=[C:5]([CH:7]=[CH:8][C:9]=1[C:10]1[O:14][CH:13]=[N:12][CH:11]=1)[NH2:6].[S:15]1[CH:19]=[CH:18][CH:17]=[C:16]1[S:20](Cl)(=[O:22])=[O:21], predict the reaction product. The product is: [S:15]1[CH:19]=[CH:18][CH:17]=[C:16]1[S:20]([NH:6][C:5]1[CH:7]=[CH:8][C:9]([C:10]2[O:14][CH:13]=[N:12][CH:11]=2)=[C:3]([O:2][CH3:1])[CH:4]=1)(=[O:22])=[O:21]. (5) Given the reactants [CH:1]([C:4]1[C:12]([C:13](=[O:17])[CH:14]([CH3:16])[CH3:15])=[C:7]2[CH:8]=[CH:9][CH:10]=[CH:11][N:6]2[N:5]=1)([CH3:3])[CH3:2].C([O-])([O-])=O.[K+].[K+].O.[OH-].[Na+], predict the reaction product. The product is: [CH:1]([C:4]1[CH:12]=[C:7]2[CH:8]=[CH:9][CH:10]=[CH:11][N:6]2[N:5]=1)([CH3:3])[CH3:2].[CH:1]([C:4]1[C:12]([C:13](=[O:17])[CH:14]([CH3:16])[CH3:15])=[C:7]2[CH:8]=[CH:9][CH:10]=[CH:11][N:6]2[N:5]=1)([CH3:3])[CH3:2]. (6) Given the reactants [C:1](Cl)(=[O:5])[C:2](Cl)=O.[CH3:7][CH2:8][N:9]([CH:13](C)C)[CH:10](C)C.[NH2:16][C:17]1[CH:22]=[CH:21][C:20]([S:23]([NH:26][C:27]2[CH:32]=[CH:31][CH:30]=[C:29]([NH:33][C:34]3[N:39]=[C:38]([C:40]4[C:48]5[C:43](=[CH:44][CH:45]=[CH:46][CH:47]=5)[N:42]([S:49]([C:52]5[CH:57]=[CH:56][CH:55]=[CH:54][CH:53]=5)(=[O:51])=[O:50])[CH:41]=4)[C:37]([Cl:58])=[CH:36][N:35]=3)[CH:28]=2)(=[O:25])=[O:24])=[CH:19][CH:18]=1, predict the reaction product. The product is: [Cl:58][C:37]1[C:38]([C:40]2[C:48]3[C:43](=[CH:44][CH:45]=[CH:46][CH:47]=3)[N:42]([S:49]([C:52]3[CH:53]=[CH:54][CH:55]=[CH:56][CH:57]=3)(=[O:50])=[O:51])[CH:41]=2)=[N:39][C:34]([NH:33][C:29]2[CH:28]=[C:27]([NH:26][S:23]([C:20]3[CH:19]=[CH:18][C:17]([NH:16][C:1](=[O:5])/[CH:2]=[CH:7]/[CH2:8][N:9]([CH3:13])[CH3:10])=[CH:22][CH:21]=3)(=[O:25])=[O:24])[CH:32]=[CH:31][CH:30]=2)=[N:35][CH:36]=1.